From a dataset of Peptide-MHC class I binding affinity with 185,985 pairs from IEDB/IMGT. Regression. Given a peptide amino acid sequence and an MHC pseudo amino acid sequence, predict their binding affinity value. This is MHC class I binding data. (1) The MHC is HLA-A02:06 with pseudo-sequence HLA-A02:06. The binding affinity (normalized) is 0.109. The peptide sequence is CAVNTPVSMT. (2) The peptide sequence is MVIKWIHER. The MHC is HLA-A32:07 with pseudo-sequence HLA-A32:07. The binding affinity (normalized) is 0.509. (3) The peptide sequence is TKDAERGKL. The MHC is HLA-A68:02 with pseudo-sequence HLA-A68:02. The binding affinity (normalized) is 0.0847. (4) The MHC is HLA-A31:01 with pseudo-sequence HLA-A31:01. The binding affinity (normalized) is 0.145. The peptide sequence is LGENMAPEK. (5) The peptide sequence is KEAQDVIMEV. The MHC is Mamu-A11 with pseudo-sequence Mamu-A11. The binding affinity (normalized) is 0.818. (6) The peptide sequence is IRCELANL. The MHC is H-2-Db with pseudo-sequence H-2-Db. The binding affinity (normalized) is 0. (7) The peptide sequence is WSILRQRCW. The MHC is HLA-B58:01 with pseudo-sequence HLA-B58:01. The binding affinity (normalized) is 0.634.